This data is from Forward reaction prediction with 1.9M reactions from USPTO patents (1976-2016). The task is: Predict the product of the given reaction. (1) Given the reactants [Cl:1][C:2]1[N:7]=[C:6]([NH2:8])[CH:5]=[CH:4][CH:3]=1.[CH3:9][C:10](=O)[CH2:11][CH2:12][C:13](=O)[CH3:14], predict the reaction product. The product is: [Cl:1][C:2]1[CH:3]=[CH:4][CH:5]=[C:6]([N:8]2[C:13]([CH3:14])=[CH:12][CH:11]=[C:10]2[CH3:9])[N:7]=1. (2) Given the reactants [O:1]1[C:3]2([CH2:8][CH2:7][CH2:6][CH2:5][CH:4]2[N:9]2[C:13]([C:14]3[CH:19]=[CH:18][CH:17]=[CH:16][CH:15]=3)=[C:12]([C:20]([O:22][CH2:23][CH3:24])=[O:21])[N:11]=[CH:10]2)[CH2:2]1.[CH2:25]([NH2:32])[C:26]1[CH:31]=[CH:30][CH:29]=[CH:28][CH:27]=1.Cl([O-])(=O)(=O)=O.[Li+], predict the reaction product. The product is: [CH2:25]([NH:32][CH2:2][C:3]1([OH:1])[CH2:8][CH2:7][CH2:6][CH2:5][CH:4]1[N:9]1[C:13]([C:14]2[CH:19]=[CH:18][CH:17]=[CH:16][CH:15]=2)=[C:12]([C:20]([O:22][CH2:23][CH3:24])=[O:21])[N:11]=[CH:10]1)[C:26]1[CH:31]=[CH:30][CH:29]=[CH:28][CH:27]=1. (3) Given the reactants C(OC(=O)[NH:7][C:8]1[CH:9]=[N:10][C:11]([CH:14]2[N:27]([CH3:28])[C:26]3[C:25]4[C:20](=[CH:21][CH:22]=[C:23]([O:29][CH3:30])[N:24]=4)[N:19]=[CH:18][C:17]=3[O:16][CH2:15]2)=[CH:12][CH:13]=1)(C)(C)C.[O:32]=[C:33]1[NH:38][C:37]2[CH:39]=[C:40]([C:43]([OH:45])=O)[CH:41]=[CH:42][C:36]=2[S:35][CH2:34]1, predict the reaction product. The product is: [CH3:30][O:29][C:23]1[N:24]=[C:25]2[C:20](=[CH:21][CH:22]=1)[N:19]=[CH:18][C:17]1[O:16][CH2:15][CH:14]([C:11]3[N:10]=[CH:9][C:8]([NH:7][C:43]([C:40]4[CH:41]=[CH:42][C:36]5[S:35][CH2:34][C:33](=[O:32])[NH:38][C:37]=5[CH:39]=4)=[O:45])=[CH:13][CH:12]=3)[N:27]([CH3:28])[C:26]2=1. (4) Given the reactants [C:1]1([C:7]2[CH:12]=[CH:11][C:10]([O:13][C:14](=[O:33])[N:15]([CH3:32])[C@@H:16]3[C:19](=[O:20])[N:18](C([Si](C)(C)C)[Si](C)(C)C)[C:17]3([CH3:31])[CH3:30])=[CH:9][CH:8]=2)[CH:6]=[CH:5][CH:4]=[CH:3][CH:2]=1.O=[N+]([O-])[O-].[O-][N+](=O)[O-].[O-][N+](=O)[O-].[O-][N+](=O)[O-].[O-][N+](=O)[O-].[O-][N+](=O)[O-].[Ce+4].[NH4+].[NH4+].CC(C)=O.C([O-])(O)=O.[Na+], predict the reaction product. The product is: [C:1]1([C:7]2[CH:12]=[CH:11][C:10]([O:13][C:14](=[O:33])[N:15]([CH3:32])[C@@H:16]3[C:19](=[O:20])[NH:18][C:17]3([CH3:30])[CH3:31])=[CH:9][CH:8]=2)[CH:2]=[CH:3][CH:4]=[CH:5][CH:6]=1.